Dataset: Forward reaction prediction with 1.9M reactions from USPTO patents (1976-2016). Task: Predict the product of the given reaction. Given the reactants CC(C)([O-])C.[Na+].[Cl:7][C:8]1[N:9]([CH2:16][CH2:17][C@@H:18]([OH:31])[CH2:19][O:20]S(C2C=CC(C)=CC=2)(=O)=O)[CH:10]=[C:11]([N+:13]([O-:15])=[O:14])[N:12]=1.[F:32][C:33]([S:36][C:37]1[CH:56]=[CH:55][C:40]([CH2:41][CH:42]2[CH2:47][CH2:46][N:45]([C:48]3[CH:53]=[CH:52][C:51](O)=[CH:50][CH:49]=3)[CH2:44][CH2:43]2)=[CH:39][CH:38]=1)([F:35])[F:34].P([O-])([O-])([O-])=O.[K+].[K+].[K+], predict the reaction product. The product is: [Cl:7][C:8]1[N:9]([CH2:16][CH2:17][C@@H:18]([OH:31])[CH2:19][O:20][C:51]2[CH:50]=[CH:49][C:48]([N:45]3[CH2:46][CH2:47][CH:42]([CH2:41][C:40]4[CH:39]=[CH:38][C:37]([S:36][C:33]([F:32])([F:34])[F:35])=[CH:56][CH:55]=4)[CH2:43][CH2:44]3)=[CH:53][CH:52]=2)[CH:10]=[C:11]([N+:13]([O-:15])=[O:14])[N:12]=1.